Dataset: Catalyst prediction with 721,799 reactions and 888 catalyst types from USPTO. Task: Predict which catalyst facilitates the given reaction. (1) Product: [CH2:30]([O:12][C:11](=[O:13])[CH:9]([NH:8][C:6]([O:5][C:1]([CH3:2])([CH3:3])[CH3:4])=[O:7])[CH3:10])[CH2:29][CH2:28][CH:27]=[CH2:26]. Reactant: [C:1]([O:5][C:6]([NH:8][C@H:9]([C:11]([OH:13])=[O:12])[CH3:10])=[O:7])([CH3:4])([CH3:3])[CH3:2].C1N=CN(C(N2C=NC=C2)=O)C=1.[CH2:26](O)[CH2:27][CH2:28][CH:29]=[CH2:30]. The catalyst class is: 2. (2) Reactant: Br[C:2]1[CH:3]=[N:4][NH:5][C:6]=1[CH3:7].[B:8]1([B:8]2[O:12][C:11]([CH3:14])([CH3:13])[C:10]([CH3:16])([CH3:15])[O:9]2)[O:12][C:11]([CH3:14])([CH3:13])[C:10]([CH3:16])([CH3:15])[O:9]1.CC([O-])=O.[K+]. Product: [CH3:7][C:6]1[NH:5][N:4]=[CH:3][C:2]=1[B:8]1[O:12][C:11]([CH3:14])([CH3:13])[C:10]([CH3:16])([CH3:15])[O:9]1. The catalyst class is: 16. (3) Reactant: [CH:1]1([CH2:6][C@H:7]([C:11]2[CH:16]=[CH:15][C:14]([S:17]([CH3:20])(=[O:19])=[O:18])=[C:13]([C:21]([F:24])([F:23])[F:22])[CH:12]=2)[C:8]([OH:10])=O)[CH2:5][CH2:4][CH2:3][CH2:2]1.C(Cl)(=O)C(Cl)=O.[NH2:31][C:32]1[CH:37]=[CH:36][N:35]=[CH:34][N:33]=1.N1C=CC=CC=1. Product: [CH:1]1([CH2:6][C@H:7]([C:11]2[CH:16]=[CH:15][C:14]([S:17]([CH3:20])(=[O:18])=[O:19])=[C:13]([C:21]([F:22])([F:24])[F:23])[CH:12]=2)[C:8]([NH:31][C:32]2[CH:37]=[CH:36][N:35]=[CH:34][N:33]=2)=[O:10])[CH2:2][CH2:3][CH2:4][CH2:5]1. The catalyst class is: 832. (4) Reactant: CCN(C(C)C)C(C)C.[NH2:10][C:11]1[CH:12]=[C:13]([CH3:33])[C:14]([N:17]2[CH2:22][CH2:21][N:20]([C:23]([C:25]3[C:30]([F:31])=[CH:29][CH:28]=[CH:27][C:26]=3[F:32])=[O:24])[CH2:19][CH2:18]2)=[N:15][CH:16]=1.ClC(Cl)(Cl)C[O:37][C:38](=O)[NH:39][C:40]1[N:41]([C:50]2[CH:55]=[CH:54][C:53]([CH3:56])=[CH:52][CH:51]=2)[N:42]=[C:43]([C:45]([CH3:49])([CH3:48])[CH2:46][F:47])[CH:44]=1. Product: [F:32][C:26]1[CH:27]=[CH:28][CH:29]=[C:30]([F:31])[C:25]=1[C:23]([N:20]1[CH2:19][CH2:18][N:17]([C:14]2[N:15]=[CH:16][C:11]([NH:10][C:38]([NH:39][C:40]3[N:41]([C:50]4[CH:55]=[CH:54][C:53]([CH3:56])=[CH:52][CH:51]=4)[N:42]=[C:43]([C:45]([CH3:49])([CH3:48])[CH2:46][F:47])[CH:44]=3)=[O:37])=[CH:12][C:13]=2[CH3:33])[CH2:22][CH2:21]1)=[O:24]. The catalyst class is: 10. (5) Reactant: [C:1]([OH:4])(=[O:3])[CH3:2].[OH:5][C@H:6]([C:33]1[CH:38]=[CH:37][C:36]([OH:39])=[C:35]([CH2:40][OH:41])[CH:34]=1)[CH2:7][NH:8][CH2:9][CH2:10][CH2:11][CH2:12][CH2:13][CH2:14][O:15][CH2:16][CH2:17][CH2:18][CH2:19][C:20]1[CH:21]=[C:22]([N:26]2[C:30](=[O:31])[CH2:29][NH:28][C:27]2=[O:32])[CH:23]=[CH:24][CH:25]=1.[CH:42]1([NH2:47])[CH2:46][CH2:45][CH2:44][CH2:43]1. Product: [C:1]([OH:4])(=[O:3])[CH3:2].[CH:42]1([NH:47][C:30](=[O:31])[CH2:29][NH:28][C:27]([NH:26][C:22]2[CH:23]=[CH:24][CH:25]=[C:20]([CH2:19][CH2:18][CH2:17][CH2:16][O:15][CH2:14][CH2:13][CH2:12][CH2:11][CH2:10][CH2:9][NH:8][CH2:7][C@H:6]([OH:5])[C:33]3[CH:38]=[CH:37][C:36]([OH:39])=[C:35]([CH2:40][OH:41])[CH:34]=3)[CH:21]=2)=[O:32])[CH2:46][CH2:45][CH2:44][CH2:43]1. The catalyst class is: 8. (6) Reactant: [C:1]([N:4]1[C:13]2[C:12]3=[N:14][C:15]([CH3:18])=[C:16]([CH3:17])[N:11]3[CH:10]=[CH:9][C:8]=2[CH:7]=[CH:6][CH:5]1[C:19]1[CH:24]=[CH:23][CH:22]=[CH:21][CH:20]=1)(=[O:3])[CH3:2].C(=O)([O-])[O-:26].[K+].[K+].OO.C(=O)([O-])O.[Na+]. Product: [C:1]([N:4]1[C:13]2[C:12]3=[N:14][C:15]([CH3:18])=[C:16]([CH3:17])[N:11]3[CH:10]=[CH:9][C:8]=2[C@@H:7]2[O:26][C@@H:6]2[C@H:5]1[C:19]1[CH:24]=[CH:23][CH:22]=[CH:21][CH:20]=1)(=[O:3])[CH3:2]. The catalyst class is: 382. (7) The catalyst class is: 43. Reactant: C([N:8]1[CH2:13][CH2:12][C:11]([NH:17][CH:18]([CH3:20])[CH3:19])([C:14]([NH2:16])=[O:15])[CH2:10][CH2:9]1)C1C=CC=CC=1.C(O)=O. Product: [C:14]([C:11]1([NH:17][CH:18]([CH3:20])[CH3:19])[CH2:12][CH2:13][NH:8][CH2:9][CH2:10]1)(=[O:15])[NH2:16].